Dataset: Forward reaction prediction with 1.9M reactions from USPTO patents (1976-2016). Task: Predict the product of the given reaction. (1) The product is: [C:1]([O:5][C:6](=[O:23])[CH2:7][N:8]1[C:12]2[CH:13]=[CH:14][CH:15]=[C:16]([NH2:17])[C:11]=2[N:10]=[C:9]1[CH2:20][CH2:21][CH3:22])([CH3:4])([CH3:3])[CH3:2]. Given the reactants [C:1]([O:5][C:6](=[O:23])[CH2:7][N:8]1[C:12]2[CH:13]=[CH:14][CH:15]=[C:16]([N+:17]([O-])=O)[C:11]=2[N:10]=[C:9]1[CH2:20][CH2:21][CH3:22])([CH3:4])([CH3:3])[CH3:2], predict the reaction product. (2) The product is: [O:3]1[C:7]2[CH:8]=[CH:9][CH:10]=[C:11]([CH:12]3[CH2:17][CH2:16][N:15]([CH2:18][CH2:19][C@H:20]4[CH2:21][CH2:22][C@H:23]([NH:26][C:30](=[O:31])[CH2:29][O:28][CH3:27])[CH2:24][CH2:25]4)[CH2:14][CH2:13]3)[C:6]=2[CH2:5][CH2:4]1. Given the reactants Cl.Cl.[O:3]1[C:7]2[CH:8]=[CH:9][CH:10]=[C:11]([CH:12]3[CH2:17][CH2:16][N:15]([CH2:18][CH2:19][C@H:20]4[CH2:25][CH2:24][C@H:23]([NH2:26])[CH2:22][CH2:21]4)[CH2:14][CH2:13]3)[C:6]=2[CH2:5][CH2:4]1.[CH3:27][O:28][CH2:29][C:30](O)=[O:31], predict the reaction product.